Predict the reaction yield, written as a fraction of the theoretical maximum amount of product (1.0 means a 100% yield; for example, 0.34 means a 34% yield). From a dataset of Reaction yield outcomes from USPTO patents with 853,638 reactions. (1) The reactants are C([N:8]1[CH:13]2[CH2:14][C:15](=[O:17])[CH2:16][CH:9]1[CH2:10][O:11][CH2:12]2)C1C=CC=CC=1. The catalyst is CCOC(C)=O.CC(O)=O.[Pd]. The product is [CH:9]12[NH:8][CH:13]([CH2:14][C:15](=[O:17])[CH2:16]1)[CH2:12][O:11][CH2:10]2. The yield is 1.00. (2) The reactants are C1(P(C2C=CC=CC=2)C2C=CC=CC=2)C=CC=CC=1.[OH:20][CH2:21][C:22]([CH3:33])([CH3:32])[CH2:23][NH:24][C:25](=[O:31])[O:26][C:27]([CH3:30])([CH3:29])[CH3:28].CCOC(/N=N/C(OCC)=O)=O.[NH2:46][C:47]1[C:48]([C:52]2[N:53]([CH2:63][CH3:64])[C:54]3[C:59](O)=[CH:58][N:57]=[C:56]([Cl:61])[C:55]=3[N:62]=2)=[N:49][O:50][N:51]=1. The catalyst is C(Cl)Cl.C1COCC1. The product is [NH2:46][C:47]1[C:48]([C:52]2[N:53]([CH2:63][CH3:64])[C:54]3[C:59]([O:20][CH2:21][C:22]([CH3:33])([CH3:32])[CH2:23][NH:24][C:25](=[O:31])[O:26][C:27]([CH3:28])([CH3:30])[CH3:29])=[CH:58][N:57]=[C:56]([Cl:61])[C:55]=3[N:62]=2)=[N:49][O:50][N:51]=1. The yield is 0.400.